This data is from Full USPTO retrosynthesis dataset with 1.9M reactions from patents (1976-2016). The task is: Predict the reactants needed to synthesize the given product. (1) The reactants are: [I-].[Na+].Cl[Si](C)(C)C.[CH3:8][O:9][C:10](=[O:29])[C@H:11]([C:22]1[CH:27]=[CH:26][CH:25]=[CH:24][C:23]=1[Cl:28])[N:12]1[CH2:17][CH:16](O)[C:15]2[S:19][CH:20]=[CH:21][C:14]=2[CH2:13]1.C(=O)(O)[O-].[Na+]. Given the product [CH3:8][O:9][C:10]([C@@H:11]([N:12]1[CH2:13][C:14]2[CH:21]=[CH:20][S:19][C:15]=2[CH2:16][CH2:17]1)[C:22]1[CH:27]=[CH:26][CH:25]=[CH:24][C:23]=1[Cl:28])=[O:29], predict the reactants needed to synthesize it. (2) Given the product [CH3:12][O:11][C:4]1[N:3]=[C:2]([N:26]([CH2:25][C:22]2[S:21][C:20]([Cl:19])=[N:24][CH:23]=2)[CH2:27][CH3:28])[C:7]([N+:8]([O-:10])=[O:9])=[CH:6][CH:5]=1, predict the reactants needed to synthesize it. The reactants are: Cl[C:2]1[C:7]([N+:8]([O-:10])=[O:9])=[CH:6][CH:5]=[C:4]([O:11][CH3:12])[N:3]=1.C(=O)([O-])[O-].[K+].[K+].[Cl:19][C:20]1[S:21][C:22]([CH2:25][NH:26][CH2:27][CH3:28])=[CH:23][N:24]=1.O.